From a dataset of Experimentally validated miRNA-target interactions with 360,000+ pairs, plus equal number of negative samples. Binary Classification. Given a miRNA mature sequence and a target amino acid sequence, predict their likelihood of interaction. Result: 1 (interaction). The miRNA is mmu-miR-24-3p with sequence UGGCUCAGUUCAGCAGGAACAG. The protein sequence of the target gene is MAQSVLVPPGPDSFRFFTRESLAAIEQRIAEEKAKRPKQERKDEDDENGPKPNSDLEAGKSLPFIYGDIPPEMVSEPLEDLDPYYINKKTFIVLNKGKAISRFSATSALYILTPFNPIRKLAIKILVHSLFNVLIMCTILTNCVFMTMSNPPDWTKNVEYTFTGIYTFESLIKILARGFCLEDFTFLRDPWNWLDFTVITFAYVTEFVNLGNVSALRTFRVLRALKTISVIPGLKTIVGALIQSVKKLSDVMILTVFCLSVFALIGLQLFMGNLRNKCLQWPPDNSTFEINITSFFNNSL....